Dataset: Full USPTO retrosynthesis dataset with 1.9M reactions from patents (1976-2016). Task: Predict the reactants needed to synthesize the given product. Given the product [CH2:16]([O:15][C:10](=[O:14])[C@H:11]([CH3:13])[NH:5][C:4]1[CH:3]=[C:2]([Cl:1])[CH:8]=[C:7]([Cl:9])[CH:6]=1)[CH3:17], predict the reactants needed to synthesize it. The reactants are: [Cl:1][C:2]1[CH:3]=[C:4]([CH:6]=[C:7]([Cl:9])[CH:8]=1)[NH2:5].[C:10]([O:15][CH2:16][CH3:17])(=[O:14])[C:11]([CH3:13])=O.